Dataset: Choline transporter screen with 302,306 compounds. Task: Binary Classification. Given a drug SMILES string, predict its activity (active/inactive) in a high-throughput screening assay against a specified biological target. The compound is O(CC(=O)NC(c1ccccc1)c1ccccc1)C(=O)c1c(onc1C)C. The result is 0 (inactive).